Dataset: Forward reaction prediction with 1.9M reactions from USPTO patents (1976-2016). Task: Predict the product of the given reaction. (1) Given the reactants [C:1]1([C:9]2[CH:14]=[C:13]([CH2:15][OH:16])[CH:12]=[CH:11][C:10]=2[C:17]2[CH:22]=[C:21]([O:23][CH3:24])[CH:20]=[CH:19][C:18]=2[F:25])[CH2:8][CH2:7][CH2:6][CH2:5][CH2:4][CH2:3][CH:2]=1, predict the reaction product. The product is: [CH:1]1([C:9]2[CH:14]=[C:13]([CH2:15][OH:16])[CH:12]=[CH:11][C:10]=2[C:17]2[CH:22]=[C:21]([O:23][CH3:24])[CH:20]=[CH:19][C:18]=2[F:25])[CH2:2][CH2:3][CH2:4][CH2:5][CH2:6][CH2:7][CH2:8]1. (2) The product is: [CH2:35]([N:37]([CH2:40][CH3:41])[CH2:38][CH3:39])[CH3:36].[C:1]([C:5]1[CH:6]=[C:7]2[C:11](=[CH:12][CH:13]=1)[C@H:10]([NH:14][C:15]([NH:17][C:18]1[CH:26]=[CH:25][CH:24]=[C:23]3[C:19]=1[CH:20]=[N:21][N:22]3[C:27]([O:29][CH2:30][P:31](=[O:32])([OH:34])[OH:33])=[O:28])=[O:16])[CH2:9][CH2:8]2)([CH3:4])([CH3:2])[CH3:3]. Given the reactants [C:1]([C:5]1[CH:6]=[C:7]2[C:11](=[CH:12][CH:13]=1)[C@H:10]([NH:14][C:15]([NH:17][C:18]1[CH:26]=[CH:25][CH:24]=[C:23]3[C:19]=1[CH:20]=[N:21][N:22]3[C:27]([O:29][CH2:30][P:31](=[O:34])([OH:33])[OH:32])=[O:28])=[O:16])[CH2:9][CH2:8]2)([CH3:4])([CH3:3])[CH3:2].[CH2:35]([N:37]([CH2:40][CH3:41])[CH2:38][CH3:39])[CH3:36], predict the reaction product. (3) Given the reactants [CH2:1]([O:8][C:9]1[CH:10]=[CH:11][CH:12]=[C:13]2[C:17]=1[NH:16][C:15]([C:18]([O:20]CC)=[O:19])=[CH:14]2)[C:2]1[CH:7]=[CH:6][CH:5]=[CH:4][CH:3]=1.O[Li].O.O, predict the reaction product. The product is: [CH2:1]([O:8][C:9]1[CH:10]=[CH:11][CH:12]=[C:13]2[C:17]=1[NH:16][C:15]([C:18]([OH:20])=[O:19])=[CH:14]2)[C:2]1[CH:7]=[CH:6][CH:5]=[CH:4][CH:3]=1. (4) Given the reactants [C:1]([O:5][C:6](=[O:16])[NH:7][C:8]1[CH:13]=[CH:12][C:11]([C:14]#[CH:15])=[CH:10][N:9]=1)([CH3:4])([CH3:3])[CH3:2].Br[C:18]1[N:22]([CH2:23][CH2:24][F:25])[C:21]2[CH:26]=[CH:27][CH:28]=[CH:29][C:20]=2[N:19]=1, predict the reaction product. The product is: [F:25][CH2:24][CH2:23][N:22]1[C:21]2[CH:26]=[CH:27][CH:28]=[CH:29][C:20]=2[N:19]=[C:18]1[C:15]#[C:14][C:11]1[CH:12]=[CH:13][C:8]([NH:7][C:6](=[O:16])[O:5][C:1]([CH3:4])([CH3:3])[CH3:2])=[N:9][CH:10]=1. (5) The product is: [N:1]([C:2]1[CH:3]=[N:4][CH:5]=[CH:6][C:7]=1[O:8][CH3:9])=[C:15]=[S:16]. Given the reactants [NH2:1][C:2]1[CH:3]=[N:4][CH:5]=[CH:6][C:7]=1[O:8][CH3:9].C([O-])(O)=O.[Na+].[C:15](Cl)(Cl)=[S:16], predict the reaction product. (6) Given the reactants [Cl:1][C:2]1[C:3]([Cl:16])=[N:4][CH:5]=[C:6]([CH:15]=1)[C:7]([NH:9][CH2:10][C:11](=[O:14])[CH2:12][CH3:13])=O.O=P(Cl)(Cl)Cl.C([O-])(O)=O.[Na+], predict the reaction product. The product is: [Cl:16][C:3]1[C:2]([Cl:1])=[CH:15][C:6]([C:7]2[O:14][C:11]([CH2:12][CH3:13])=[CH:10][N:9]=2)=[CH:5][N:4]=1. (7) The product is: [CH2:34]([N:12]([CH2:13][C:14]1[CH:15]=[CH:16][C:17]([C:20]#[C:21][C:22]2[CH:27]=[CH:26][C:25]([C:28]([F:31])([F:29])[F:30])=[CH:24][CH:23]=2)=[CH:18][CH:19]=1)[C:10]1[CH:9]=[CH:8][C:6]2[O:7][C:2]([CH3:33])([CH3:1])[O:3][C:4](=[O:32])[C:5]=2[CH:11]=1)[CH2:35][CH2:36][CH2:37][CH2:38][CH3:39]. Given the reactants [CH3:1][C:2]1([CH3:33])[O:7][C:6]2[CH:8]=[CH:9][C:10]([NH:12][CH2:13][C:14]3[CH:19]=[CH:18][C:17]([C:20]#[C:21][C:22]4[CH:27]=[CH:26][C:25]([C:28]([F:31])([F:30])[F:29])=[CH:24][CH:23]=4)=[CH:16][CH:15]=3)=[CH:11][C:5]=2[C:4](=[O:32])[O:3]1.[CH:34](=O)[CH2:35][CH2:36][CH2:37][CH2:38][CH3:39], predict the reaction product. (8) Given the reactants Cl.[F:2][C:3]([F:20])([F:19])[C:4]1[CH:5]=[C:6]([CH:16]=[CH:17][CH:18]=1)[CH2:7][O:8][N:9]=[C:10]1[CH2:15][CH2:14][NH:13][CH2:12][CH2:11]1.[C:21](Cl)([CH:23]=[CH2:24])=[O:22].N1C=CC=C[CH:27]=1, predict the reaction product. The product is: [F:20][C:3]([F:2])([F:19])[C:4]1[CH:5]=[C:6]([CH:16]=[CH:17][CH:18]=1)[CH2:7][O:8][N:9]=[C:10]1[CH2:15][CH2:14][N:13]([C:21](=[O:22])[CH2:23][CH:24]=[CH2:27])[CH2:12][CH2:11]1. (9) Given the reactants [N+:1]([C:4]1[CH:9]=[CH:8][C:7]([N:10]2[CH2:15][CH2:14][NH:13][CH2:12][CH2:11]2)=[CH:6][CH:5]=1)([O-:3])=[O:2].C(=O)([O-])[O-].[K+].[K+].[C:22]([C:24]1[CH:25]=[C:26]([CH:29]=[CH:30][CH:31]=1)[CH2:27]Br)#[N:23], predict the reaction product. The product is: [C:22]([C:24]1[CH:25]=[C:26]([CH:29]=[CH:30][CH:31]=1)[CH2:27][N:13]1[CH2:14][CH2:15][N:10]([C:7]2[CH:6]=[CH:5][C:4]([N+:1]([O-:3])=[O:2])=[CH:9][CH:8]=2)[CH2:11][CH2:12]1)#[N:23].